From a dataset of Forward reaction prediction with 1.9M reactions from USPTO patents (1976-2016). Predict the product of the given reaction. (1) Given the reactants [C:1]([C:3]1[CH:4]=[C:5]([CH:7]=[CH:8][CH:9]=1)[NH2:6])#[CH:2].[C:10]([NH:17][CH2:18][C:19](O)=[O:20])([O:12][C:13]([CH3:16])([CH3:15])[CH3:14])=[O:11].C1CN([P+](ON2N=NC3C=CC=CC2=3)(N2CCCC2)N2CCCC2)CC1.F[P-](F)(F)(F)(F)F.C(N(C(C)C)CC)(C)C, predict the reaction product. The product is: [C:1]([C:3]1[CH:4]=[C:5]([NH:6][C:19](=[O:20])[CH2:18][NH:17][C:10](=[O:11])[O:12][C:13]([CH3:14])([CH3:15])[CH3:16])[CH:7]=[CH:8][CH:9]=1)#[CH:2]. (2) Given the reactants C([CH:8]1[CH2:13][O:12][CH2:11][CH2:10][N:9]1[S:14]([NH2:17])(=[O:16])=[O:15])(OC(C)(C)C)=O.C(C1(S([NH-])(=O)=O)CC1)C, predict the reaction product. The product is: [N:9]1([S:14]([NH2:17])(=[O:16])=[O:15])[CH2:10][CH2:11][O:12][CH2:13][CH2:8]1.